Dataset: Aqueous solubility values for 9,982 compounds from the AqSolDB database. Task: Regression/Classification. Given a drug SMILES string, predict its absorption, distribution, metabolism, or excretion properties. Task type varies by dataset: regression for continuous measurements (e.g., permeability, clearance, half-life) or binary classification for categorical outcomes (e.g., BBB penetration, CYP inhibition). For this dataset (solubility_aqsoldb), we predict Y. (1) The molecule is O=P(OCc1ccccc1)(OCc1ccccc1)OP(=O)(OCc1ccccc1)OCc1ccccc1. The Y is -7.25 log mol/L. (2) The drug is NC(CCCC(=O)O)C(=O)O. The Y is -1.86 log mol/L.